Dataset: Reaction yield outcomes from USPTO patents with 853,638 reactions. Task: Predict the reaction yield, written as a fraction of the theoretical maximum amount of product (1.0 means a 100% yield; for example, 0.34 means a 34% yield). (1) The reactants are [N:1]12[CH2:9][CH2:8][CH:5]([CH2:6][CH2:7]1)[NH:4][C:3](=O)[CH2:2]2.O1CCOCC1. The catalyst is O. The product is [N:1]12[CH2:9][CH2:8][CH:5]([CH2:6][CH2:7]1)[NH:4][CH2:3][CH2:2]2. The yield is 0.780. (2) The reactants are [NH:1]1[C:9]2[C:4](=[CH:5][CH:6]=[CH:7][CH:8]=2)[C:3](/[CH:10]=[CH:11]/[C:12]2[CH:17]=[CH:16][CH:15]=[CH:14][C:13]=2[NH:18][C:19](=[O:29])[C:20]2[CH:25]=[CH:24][C:23]([N+:26]([O-])=O)=[CH:22][CH:21]=2)=[N:2]1.[Cl-].[NH4+].C(O)C. The catalyst is [Fe].O. The product is [NH2:26][C:23]1[CH:22]=[CH:21][C:20]([C:19]([NH:18][C:13]2[CH:14]=[CH:15][CH:16]=[CH:17][C:12]=2/[CH:11]=[CH:10]/[C:3]2[C:4]3[C:9](=[CH:8][CH:7]=[CH:6][CH:5]=3)[NH:1][N:2]=2)=[O:29])=[CH:25][CH:24]=1. The yield is 0.280. (3) The reactants are [CH2:1]([O:8][C:9]([N:11]1[C:19]2[C:14](=[CH:15][CH:16]=[CH:17][CH:18]=2)[C:13]([CH2:20][C:21]([OH:23])=O)=[CH:12]1)=[O:10])[C:2]1[CH:7]=[CH:6][CH:5]=[CH:4][CH:3]=1.C(Cl)(=O)[C:25]([Cl:27])=O.[N+](=C)=[N-].Cl. No catalyst specified. The product is [CH2:1]([O:8][C:9]([N:11]1[C:19]2[C:14](=[CH:15][CH:16]=[CH:17][CH:18]=2)[C:13]([CH2:20][C:21](=[O:23])[CH2:25][Cl:27])=[CH:12]1)=[O:10])[C:2]1[CH:3]=[CH:4][CH:5]=[CH:6][CH:7]=1. The yield is 0.870. (4) The reactants are C1C(=O)N([Br:8])C(=O)C1.[CH3:9][O:10][C:11]1[S:15][C:14]([C:16]([O:18][CH3:19])=[O:17])=[CH:13][CH:12]=1. The catalyst is CN(C)C=O. The product is [Br:8][C:12]1[CH:13]=[C:14]([C:16]([O:18][CH3:19])=[O:17])[S:15][C:11]=1[O:10][CH3:9]. The yield is 0.750. (5) The reactants are [NH2:1][C:2]1[C:7]([C:8]#[N:9])=[C:6]([F:10])[C:5]([Br:11])=[CH:4][CH:3]=1.C([O-])([O-])=O.[Na+].[Na+].Cl[C:19]([O:21][CH2:22][CH3:23])=[O:20]. No catalyst specified. The product is [Br:11][C:5]1[CH:4]=[CH:3][C:2]([NH:1][C:19](=[O:20])[O:21][CH2:22][CH3:23])=[C:7]([C:8]#[N:9])[C:6]=1[F:10]. The yield is 0.980.